From a dataset of Forward reaction prediction with 1.9M reactions from USPTO patents (1976-2016). Predict the product of the given reaction. (1) Given the reactants Cl[CH2:2][CH2:3][CH2:4][CH2:5][N:6]1[C:11](=[O:12])[N:10]([CH3:13])[C:9](=[O:14])[CH:8]=[N:7]1.[CH2:15]([N:22]1[CH2:27][CH2:26][NH:25][CH2:24][CH2:23]1)[C:16]1[CH:21]=[CH:20][CH:19]=[CH:18][CH:17]=1.C(N(CC)CC)C, predict the reaction product. The product is: [CH2:15]([N:22]1[CH2:27][CH2:26][N:25]([CH2:2][CH2:3][CH2:4][CH2:5][N:6]2[C:11](=[O:12])[N:10]([CH3:13])[C:9](=[O:14])[CH:8]=[N:7]2)[CH2:24][CH2:23]1)[C:16]1[CH:17]=[CH:18][CH:19]=[CH:20][CH:21]=1. (2) The product is: [F:2][C:3]1[CH:4]=[C:5]([CH:13]2[CH2:18][CH:17]([C:19]([O:21][CH3:22])=[O:20])[CH2:16][CH2:15][N:14]2[C:31]([O:32][CH3:33])=[O:34])[CH:6]=[CH:7][C:8]=1[C:9]([F:12])([F:10])[F:11]. Given the reactants Cl.[F:2][C:3]1[CH:4]=[C:5]([CH:13]2[CH2:18][CH:17]([C:19]([OH:21])=[O:20])[CH2:16][CH2:15][NH:14]2)[CH:6]=[CH:7][C:8]=1[C:9]([F:12])([F:11])[F:10].[CH3:22]CN(C(C)C)C(C)C.[C:31](Cl)(=[O:34])[O:32][CH3:33].Cl, predict the reaction product. (3) Given the reactants [CH3:1][C:2]1[C:7]([CH:8]=O)=[CH:6][CH:5]=[CH:4][N:3]=1.C(O)(=O)[CH2:11][C:12]([OH:14])=[O:13].N1CCCCC1, predict the reaction product. The product is: [CH3:1][C:2]1[C:7](/[CH:8]=[CH:11]/[C:12]([OH:14])=[O:13])=[CH:6][CH:5]=[CH:4][N:3]=1. (4) Given the reactants [CH2:1]([C:5]1[O:6][C:7]2[CH:22]=[CH:21][CH:20]=[CH:19][C:8]=2[C:9]=1[CH:10](O)[C:11]1[CH:16]=[CH:15][C:14]([OH:17])=[CH:13][CH:12]=1)[CH2:2][CH2:3][CH3:4].C([SiH](CC)CC)C.B(F)(F)F.CCOCC, predict the reaction product. The product is: [CH2:1]([C:5]1[O:6][C:7]2[CH:22]=[CH:21][CH:20]=[CH:19][C:8]=2[C:9]=1[CH2:10][C:11]1[CH:12]=[CH:13][C:14]([OH:17])=[CH:15][CH:16]=1)[CH2:2][CH2:3][CH3:4]. (5) Given the reactants N.[C:2]([O:6][C:7]([N:9]1[CH2:14][CH2:13][CH2:12][CH2:11][C@H:10]1[C:15]([OH:17])=O)=[O:8])([CH3:5])([CH3:4])[CH3:3].C1C[N:21]([P+](ON2N=NC3C=CC=CC2=3)(N2CCCC2)N2CCCC2)CC1.F[P-](F)(F)(F)(F)F, predict the reaction product. The product is: [C:2]([O:6][C:7]([N:9]1[CH2:14][CH2:13][CH2:12][CH2:11][C@H:10]1[C:15](=[O:17])[NH2:21])=[O:8])([CH3:5])([CH3:4])[CH3:3]. (6) Given the reactants [CH2:1]([N:8]1[C:17]2[C:12](=[CH:13][CH:14]=[CH:15][N:16]=2)[CH:11]=[C:10]([C:18]([O:20]CC)=[O:19])[C:9]1=[O:23])[C:2]1[CH:7]=[CH:6][CH:5]=[CH:4][CH:3]=1.C(=O)([O-])[O-].[K+].[K+].O, predict the reaction product. The product is: [CH2:1]([N:8]1[C:17]2[C:12](=[CH:13][CH:14]=[CH:15][N:16]=2)[CH:11]=[C:10]([C:18]([OH:20])=[O:19])[C:9]1=[O:23])[C:2]1[CH:7]=[CH:6][CH:5]=[CH:4][CH:3]=1. (7) Given the reactants [Cl:1][C:2]1[CH:3]=[C:4](/[CH:8]=[CH:9]\[CH2:10][CH2:11][N:12]2C(=O)C3C(=CC=CC=3)C2=O)[CH:5]=[CH:6][CH:7]=1.O.NN.[OH-].[Na+], predict the reaction product. The product is: [Cl:1][C:2]1[CH:3]=[C:4](/[CH:8]=[CH:9]\[CH2:10][CH2:11][NH2:12])[CH:5]=[CH:6][CH:7]=1. (8) Given the reactants [OH:1][C:2]1[CH:9]=[CH:8][C:5]([CH:6]=[O:7])=[CH:4][C:3]=1[O:10][CH3:11].Cl[C:13]([F:18])([F:17])C([O-])=O.[Na+].C(=O)([O-])[O-].[Cs+].[Cs+].Cl, predict the reaction product. The product is: [F:17][CH:13]([F:18])[O:1][C:2]1[CH:9]=[CH:8][C:5]([CH:6]=[O:7])=[CH:4][C:3]=1[O:10][CH3:11]. (9) The product is: [Cl:21][C:22]1[CH:23]=[C:24]([S:28]([NH:1][C:2]2[CH:11]=[CH:10][C:9]3[NH:8][C:7](=[O:12])[C:6]4[NH:13][CH:14]=[CH:15][C:5]=4[C:4]=3[CH:3]=2)(=[O:30])=[O:29])[CH:25]=[CH:26][CH:27]=1.[CH2:16]([C:18]([O-:20])=[O:19])[CH3:17]. Given the reactants [NH2:1][C:2]1[CH:11]=[CH:10][C:9]2[NH:8][C:7](=[O:12])[C:6]3[NH:13][CH:14]=[CH:15][C:5]=3[C:4]=2[CH:3]=1.[CH2:16]([C:18]([O-:20])=[O:19])[CH3:17].[Cl:21][C:22]1[CH:23]=[C:24]([S:28](Cl)(=[O:30])=[O:29])[CH:25]=[CH:26][CH:27]=1, predict the reaction product.